Dataset: hERG Central: cardiac toxicity at 1µM, 10µM, and general inhibition. Task: Predict hERG channel inhibition at various concentrations. The compound is O=C(NCC(c1ccco1)N1CCc2ccccc21)c1ccccc1Cl. Results: hERG_inhib (hERG inhibition (general)): blocker.